From a dataset of Forward reaction prediction with 1.9M reactions from USPTO patents (1976-2016). Predict the product of the given reaction. (1) Given the reactants C(=O)([O-])[O-].[Na+].[Na+].[C:7](Cl)(=[O:10])[CH:8]=[CH2:9].[NH2:12][CH:13]([CH2:39][CH2:40][CH:41]=[CH2:42])[C@@H:14]([OH:38])[C@@H:15]([N:23]([CH2:31][C:32]1[CH:37]=[CH:36][CH:35]=[CH:34][CH:33]=1)[CH2:24][C:25]1[CH:30]=[CH:29][CH:28]=[CH:27][CH:26]=1)[CH2:16][C:17]1[CH:22]=[CH:21][CH:20]=[CH:19][CH:18]=1, predict the reaction product. The product is: [CH2:24]([N:23]([CH2:31][C:32]1[CH:33]=[CH:34][CH:35]=[CH:36][CH:37]=1)[C@@H:15]([CH2:16][C:17]1[CH:22]=[CH:21][CH:20]=[CH:19][CH:18]=1)[C@@H:14]([CH:13]([NH:12][C:7](=[O:10])[CH:8]=[CH2:9])[CH2:39][CH2:40][CH:41]=[CH2:42])[OH:38])[C:25]1[CH:26]=[CH:27][CH:28]=[CH:29][CH:30]=1. (2) Given the reactants [S:1]1[CH:5]=[CH:4][C:3]([CH:6]=[O:7])=[CH:2]1.[CH:8]1([Mg]Cl)[CH2:13][CH2:12][CH2:11][CH2:10][CH2:9]1, predict the reaction product. The product is: [CH:8]1([CH:6]([C:3]2[CH:4]=[CH:5][S:1][CH:2]=2)[OH:7])[CH2:13][CH2:12][CH2:11][CH2:10][CH2:9]1. (3) Given the reactants [OH:1][C:2]1[CH:11]=[C:10]2[C:5]([C:6]([CH3:19])=[C:7]([C:13]3[CH:18]=[CH:17][CH:16]=[CH:15][CH:14]=3)[C:8](=[O:12])[O:9]2)=[CH:4][CH:3]=1.[I-].[N:21]1([C:31](N2C=C[N+](C)=C2)=[O:32])[C:30]2[C:25](=[CH:26][CH:27]=[CH:28][CH:29]=2)[CH2:24][CH2:23][CH2:22]1, predict the reaction product. The product is: [CH3:19][C:6]1[C:5]2[C:10](=[CH:11][C:2]([O:1][C:31]([N:21]3[C:30]4[C:25](=[CH:26][CH:27]=[CH:28][CH:29]=4)[CH2:24][CH2:23][CH2:22]3)=[O:32])=[CH:3][CH:4]=2)[O:9][C:8](=[O:12])[C:7]=1[C:13]1[CH:14]=[CH:15][CH:16]=[CH:17][CH:18]=1. (4) Given the reactants [Br:1][C:2]1[CH:10]=[C:9]([Cl:11])[CH:8]=[CH:7][C:3]=1[C:4]([OH:6])=O.[CH3:12][C:13]1[C:14]([N:20]2[CH2:25][CH2:24][NH:23][CH2:22][CH2:21]2)=[N:15][CH:16]=[C:17]([CH3:19])[CH:18]=1, predict the reaction product. The product is: [Br:1][C:2]1[CH:10]=[C:9]([Cl:11])[CH:8]=[CH:7][C:3]=1[C:4]([N:23]1[CH2:24][CH2:25][N:20]([C:14]2[C:13]([CH3:12])=[CH:18][C:17]([CH3:19])=[CH:16][N:15]=2)[CH2:21][CH2:22]1)=[O:6]. (5) Given the reactants [C:1]([O:5][C:6](=[O:17])[NH:7][C:8]1[CH:13]=[C:12]([CH3:14])[CH:11]=[CH:10][C:9]=1[CH2:15]I)([CH3:4])([CH3:3])[CH3:2].[CH2:18]([O:25][C:26]1[CH:31]=[C:30](I)[CH:29]=[C:28]([F:33])[C:27]=1[N:34]1[S:38](=[O:40])(=[O:39])[N:37]([CH2:41][O:42][CH2:43][C:44]2[CH:49]=[CH:48][CH:47]=[CH:46][CH:45]=2)[C:36](=[O:50])[CH2:35]1)[C:19]1[CH:24]=[CH:23][CH:22]=[CH:21][CH:20]=1, predict the reaction product. The product is: [C:1]([O:5][C:6](=[O:17])[NH:7][C:8]1[CH:13]=[C:12]([CH3:14])[CH:11]=[CH:10][C:9]=1[CH2:15][C:30]1[CH:29]=[C:28]([F:33])[C:27]([N:34]2[CH2:35][C:36](=[O:50])[N:37]([CH2:41][O:42][CH2:43][C:44]3[CH:49]=[CH:48][CH:47]=[CH:46][CH:45]=3)[S:38]2(=[O:40])=[O:39])=[C:26]([O:25][CH2:18][C:19]2[CH:24]=[CH:23][CH:22]=[CH:21][CH:20]=2)[CH:31]=1)([CH3:4])([CH3:3])[CH3:2]. (6) Given the reactants [OH-].[Na+].CO.[CH:5]1([C:8]2[CH:13]=[C:12]([CH2:14][N:15]3[CH2:20][CH2:19][CH:18]([N:21]4[CH2:30][CH2:29][C:28]5[N:27]=[C:26]([CH2:31][CH2:32][CH3:33])[C:25]([C:34]([O:36]C)=[O:35])=[CH:24][C:23]=5[C:22]4=[O:38])[CH2:17][CH2:16]3)[C:11]([O:39][CH2:40][CH3:41])=[CH:10][C:9]=2[C:42]2[CH:47]=[CH:46][CH:45]=[C:44]([F:48])[CH:43]=2)[CH2:7][CH2:6]1.Cl, predict the reaction product. The product is: [CH:5]1([C:8]2[CH:13]=[C:12]([CH2:14][N:15]3[CH2:20][CH2:19][CH:18]([N:21]4[CH2:30][CH2:29][C:28]5[N:27]=[C:26]([CH2:31][CH2:32][CH3:33])[C:25]([C:34]([OH:36])=[O:35])=[CH:24][C:23]=5[C:22]4=[O:38])[CH2:17][CH2:16]3)[C:11]([O:39][CH2:40][CH3:41])=[CH:10][C:9]=2[C:42]2[CH:47]=[CH:46][CH:45]=[C:44]([F:48])[CH:43]=2)[CH2:6][CH2:7]1. (7) Given the reactants [NH2:1][C:2]([C:9]1[CH:18]=[CH:17][C:16]2[C:11](=[CH:12][CH:13]=[C:14]([O:19][C@H:20]3[CH2:25][CH2:24][C@H:23]([C:26]([F:29])([F:28])[F:27])[CH2:22][CH2:21]3)[CH:15]=2)[CH:10]=1)([CH3:8])[CH2:3][CH2:4][C:5]([OH:7])=[O:6].C(O)(C(F)(F)F)=O.[N+](C(C1C=CC2C(=CC=C(O[C@H]3CC[C@@H](C(F)(F)F)CC3)C=2)C=1)(C)CCC(O)=O)([O-])=O, predict the reaction product. The product is: [NH2:1][C:2]([C:9]1[CH:18]=[CH:17][C:16]2[C:11](=[CH:12][CH:13]=[C:14]([O:19][C@H:20]3[CH2:25][CH2:24][C@@H:23]([C:26]([F:27])([F:28])[F:29])[CH2:22][CH2:21]3)[CH:15]=2)[CH:10]=1)([CH3:8])[CH2:3][CH2:4][C:5]([OH:7])=[O:6]. (8) Given the reactants C12(CS(O)(=O)=O)C(C)(C)C(CC1)CC2=O.O1CCCC1CO.[CH2:23]([O:30][C@:31]1([CH2:79][O:80][CH2:81][O:82][CH3:83])[C@@H:35]([CH2:36][O:37]C(C2C=CC=CC=2)(C2C=CC(OC)=CC=2)C2C=CC(OC)=CC=2)[O:34][C@@H:33]([N:61]2[CH:69]=[C:67]([CH3:68])[C:65](=[O:66])[N:64]([CH2:70][O:71][CH2:72][C:73]3[CH:78]=[CH:77][CH:76]=[CH:75][CH:74]=3)[C:62]2=[O:63])[CH2:32]1)[C:24]1[CH:29]=[CH:28][CH:27]=[CH:26][CH:25]=1.C(=O)(O)[O-].[Na+], predict the reaction product. The product is: [CH2:23]([O:30][C@:31]1([CH2:79][O:80][CH2:81][O:82][CH3:83])[C@@H:35]([CH2:36][OH:37])[O:34][C@@H:33]([N:61]2[CH:69]=[C:67]([CH3:68])[C:65](=[O:66])[N:64]([CH2:70][O:71][CH2:72][C:73]3[CH:74]=[CH:75][CH:76]=[CH:77][CH:78]=3)[C:62]2=[O:63])[CH2:32]1)[C:24]1[CH:25]=[CH:26][CH:27]=[CH:28][CH:29]=1. (9) Given the reactants [Cl:1][C:2]1[C:3]([CH3:30])=[C:4]([NH:10][C@H:11]([C@H:27]([OH:29])[CH3:28])[C:12]([NH:14][NH:15][C:16](=[O:26])[C:17]2[CH:22]=[CH:21][C:20]([N+:23]([O-:25])=[O:24])=[CH:19][CH:18]=2)=[O:13])[CH:5]=[CH:6][C:7]=1[C:8]#[N:9].N1C=CN=C1.[CH3:36][C:37]([Si:40](Cl)([CH3:42])[CH3:41])([CH3:39])[CH3:38], predict the reaction product. The product is: [Si:40]([O:29][C@H:27]([CH3:28])[C@@H:11]([NH:10][C:4]1[CH:5]=[CH:6][C:7]([C:8]#[N:9])=[C:2]([Cl:1])[C:3]=1[CH3:30])[C:12]([NH:14][NH:15][C:16](=[O:26])[C:17]1[CH:22]=[CH:21][C:20]([N+:23]([O-:25])=[O:24])=[CH:19][CH:18]=1)=[O:13])([C:37]([CH3:39])([CH3:38])[CH3:36])([CH3:42])[CH3:41]. (10) Given the reactants [CH3:1][C:2]1[O:6][C:5]([CH2:7][NH:8][C:9]([C:11]2[C:16](=[O:17])[C:15](Br)=[C:14]([CH3:19])[N:13]([CH:20]3[CH2:23][CH2:22][CH2:21]3)[CH:12]=2)=[O:10])=[N:4][N:3]=1.[F:24][C:25]([F:36])([F:35])[C:26]1[CH:27]=[C:28](B(O)O)[CH:29]=[CH:30][CH:31]=1.C([O-])([O-])=O.[K+].[K+], predict the reaction product. The product is: [CH3:1][C:2]1[O:6][C:5]([CH2:7][NH:8][C:9]([C:11]2[C:16](=[O:17])[C:15]([C:30]3[CH:29]=[CH:28][CH:27]=[C:26]([C:25]([F:36])([F:35])[F:24])[CH:31]=3)=[C:14]([CH3:19])[N:13]([CH:20]3[CH2:23][CH2:22][CH2:21]3)[CH:12]=2)=[O:10])=[N:4][N:3]=1.